The task is: Predict the reaction yield, written as a fraction of the theoretical maximum amount of product (1.0 means a 100% yield; for example, 0.34 means a 34% yield).. This data is from Reaction yield outcomes from USPTO patents with 853,638 reactions. (1) The reactants are [CH2:1]([O:3][C:4]1([C:7]2[CH:12]=[CH:11][C:10]([C:13]#[C:14][C:15]3[CH:25]=[CH:24][C:18]([C:19]([O:21]CC)=[O:20])=[CH:17][CH:16]=3)=[CH:9][C:8]=2[C:26]([CH3:29])([CH3:28])[CH3:27])[CH2:6][CH2:5]1)[CH3:2].[OH-].[Na+]. The catalyst is C(O)C.O1CCCC1. The product is [CH2:1]([O:3][C:4]1([C:7]2[CH:12]=[CH:11][C:10]([C:13]#[C:14][C:15]3[CH:16]=[CH:17][C:18]([C:19]([OH:21])=[O:20])=[CH:24][CH:25]=3)=[CH:9][C:8]=2[C:26]([CH3:27])([CH3:29])[CH3:28])[CH2:6][CH2:5]1)[CH3:2]. The yield is 0.620. (2) The reactants are Br[C:2]1[CH:8]=[C:7]([N+:9]([O-:11])=[O:10])[CH:6]=[CH:5][C:3]=1[NH2:4].[CH3:12][C:13]([CH3:20])([C:18]#[CH:19])[C:14]([O:16][CH3:17])=[O:15].C(N(CC)CC)C. The catalyst is C1(C)C=CC=CC=1.O.[Cu]I.C1C=CC([P]([Pd]([P](C2C=CC=CC=2)(C2C=CC=CC=2)C2C=CC=CC=2)([P](C2C=CC=CC=2)(C2C=CC=CC=2)C2C=CC=CC=2)[P](C2C=CC=CC=2)(C2C=CC=CC=2)C2C=CC=CC=2)(C2C=CC=CC=2)C2C=CC=CC=2)=CC=1. The product is [NH2:4][C:3]1[CH:5]=[CH:6][C:7]([N+:9]([O-:11])=[O:10])=[CH:8][C:2]=1[C:19]#[C:18][C:13]([CH3:20])([CH3:12])[C:14]([O:16][CH3:17])=[O:15]. The yield is 0.0900. (3) The reactants are S(Cl)(Cl)=O.[F:5][C:6]1[CH:11]=[C:10]([N+:12]([O-:14])=[O:13])[CH:9]=[CH:8][C:7]=1[CH2:15][CH2:16][CH2:17][C:18]([OH:20])=O.[CH3:21][N:22](C=O)[CH3:23]. No catalyst specified. The product is [F:5][C:6]1[CH:11]=[C:10]([N+:12]([O-:14])=[O:13])[CH:9]=[CH:8][C:7]=1[CH2:15][CH2:16][CH2:17][C:18]([N:22]([CH3:23])[CH3:21])=[O:20]. The yield is 0.870. (4) The reactants are [C:1]([NH:24][C:25]1[S:26][C:27]2[CH2:33][C@H:32]([N:34]([CH2:42][CH2:43][CH3:44])C(=O)OC(C)(C)C)[CH2:31][CH2:30][C:28]=2[N:29]=1)(=[O:23])[CH2:2][CH2:3]/[CH:4]=[CH:5]\[CH2:6]/[CH:7]=[CH:8]\[CH2:9]/[CH:10]=[CH:11]\[CH2:12]/[CH:13]=[CH:14]\[CH2:15]/[CH:16]=[CH:17]\[CH2:18]/[CH:19]=[CH:20]\[CH2:21][CH3:22]. The catalyst is Cl.C(OCC)(=O)C. The product is [CH2:42]([NH:34][C@@H:32]1[CH2:31][CH2:30][C:28]2[N:29]=[C:25]([NH:24][C:1](=[O:23])[CH2:2][CH2:3]/[CH:4]=[CH:5]\[CH2:6]/[CH:7]=[CH:8]\[CH2:9]/[CH:10]=[CH:11]\[CH2:12]/[CH:13]=[CH:14]\[CH2:15]/[CH:16]=[CH:17]\[CH2:18]/[CH:19]=[CH:20]\[CH2:21][CH3:22])[S:26][C:27]=2[CH2:33]1)[CH2:43][CH3:44]. The yield is 0.850. (5) The reactants are [CH2:1]([O:8][N:9]1[C:15](=[O:16])[N:14]2[CH2:17][C@H:10]1[CH2:11][CH2:12][C@H:13]2[C:18]([OH:20])=O)[C:2]1[CH:7]=[CH:6][CH:5]=[CH:4][CH:3]=1.[NH2:21][O:22][CH2:23][C@H:24]1[CH2:28][CH2:27][CH2:26][N:25]1[C:29]([O:31][C:32]([CH3:35])([CH3:34])[CH3:33])=[O:30]. No catalyst specified. The product is [CH2:1]([O:8][N:9]1[C:15](=[O:16])[N:14]2[CH2:17][C@H:10]1[CH2:11][CH2:12][C@H:13]2[C:18]([NH:21][O:22][CH2:23][C@H:24]1[CH2:28][CH2:27][CH2:26][N:25]1[C:29]([O:31][C:32]([CH3:35])([CH3:34])[CH3:33])=[O:30])=[O:20])[C:2]1[CH:3]=[CH:4][CH:5]=[CH:6][CH:7]=1. The yield is 0.500. (6) The reactants are Cl[C:2]1[N:6]([CH3:7])[N:5]=[CH:4][C:3]=1[N+:8]([O-:10])=[O:9].[OH:11][C@H:12]1[CH2:16][CH2:15][NH:14][CH2:13]1. No catalyst specified. The product is [CH3:7][N:6]1[C:2]([N:14]2[CH2:15][CH2:16][C@H:12]([OH:11])[CH2:13]2)=[C:3]([N+:8]([O-:10])=[O:9])[CH:4]=[N:5]1. The yield is 0.960.